This data is from Experimentally validated miRNA-target interactions with 360,000+ pairs, plus equal number of negative samples. The task is: Binary Classification. Given a miRNA mature sequence and a target amino acid sequence, predict their likelihood of interaction. (1) The protein sequence of the target gene is MGIFCSVIKFENLQDLRRLCHWGPIIALGVIAICSTMAMIDSVLWYWPLHTTGGSVNFIMLINWTVMILYNYFNAMFAGPGFVPRGWKPEKSQDSMYLQYCKVCQAYKAPRSHHCRKCNRCVMKMDHHCPWINNCCGHQNHASFTLFLLLAPLGCTHAAFIFVMTMYTQLYNRLSFGWNTVKIDMSAARRDPPPIVPFGLAAFAATLFALGLALGTTIAVGMLFFIQIKIILRNKTSIESWIEEKAKDRIQYYQLDEVFIFPYDMGSKWKNFKQVFTWSGVPEGDGLEWPIREGCDQYSL.... The miRNA is hsa-miR-6774-3p with sequence UCGUGUCCCUCUUGUCCACAG. Result: 0 (no interaction). (2) The miRNA is hsa-miR-510-5p with sequence UACUCAGGAGAGUGGCAAUCAC. The protein sequence of the target gene is MALAARLWRLLPFRRGAAPGSRLPAGTSGSRGHCGPCRFRGFEVMGNPGTFKRGLLLSALSYLGFETYQVISQAAVVHATAKVEEILEQADYLYESGETEKLYQLLTQYKESEDAELLWRLARASRDVAQLSRTSEEEKKLLVYEALEYAKRALEKNESSFASHKWYAICLSDVGDYEGIKAKIANAYIIKEHFEKAIELNPKDATSIHLMGIWCYTFAEMPWYQRRIAKMLFATPPSSTYEKALGYFHRAEQVDPNFYSKNLLLLGKTYLKLHNKKLAAFWLMKAKDYPAHTEEDKQIQ.... Result: 1 (interaction). (3) The miRNA is mmu-miR-342-3p with sequence UCUCACACAGAAAUCGCACCCGU. The protein sequence of the target gene is MKWVESIFLIFLLNFTESRTLHRNEYGIASILDSYQCTAEISLADLATIFFAQFVQEATYKEVSKMVKDALTAIEKPTGDEQSSGCLENQLPAFLEELCHEKEILEKYGHSDCCSQSEEGRHNCFLAHKKPTPASIPLFQVPEPVTSCEAYEEDRETFMNKFIYEIARRHPFLYAPTILLWAARYDKIIPSCCKAENAVECFQTKAATVTKELRESSLLNQHACAVMKNFGTRTFQAITVTKLSQKFTKVNFTEIQKLVLDVAHVHEHCCRGDVLDCLQDGEKIMSYICSQQDTLSNKIT.... Result: 0 (no interaction).